Predict which catalyst facilitates the given reaction. From a dataset of Catalyst prediction with 721,799 reactions and 888 catalyst types from USPTO. (1) Reactant: C[Si]([C:5]#[C:6][C:7]1[CH:8]=[CH:9][CH:10]=[C:11]2[C:15]=1[C:14](=[O:16])[NH:13][CH2:12]2)(C)C.CCCC[N+](CCCC)(CCCC)CCCC.[F-]. Product: [C:6]([C:7]1[CH:8]=[CH:9][CH:10]=[C:11]2[C:15]=1[C:14](=[O:16])[NH:13][CH2:12]2)#[CH:5]. The catalyst class is: 1. (2) Reactant: [C:1]1(/[C:7](/[C:14]2[CH:19]=[CH:18][N:17]=[N:16][CH:15]=2)=[CH:8]\[C:9]([O:11][CH2:12][CH3:13])=[O:10])[CH:6]=[CH:5][CH:4]=[CH:3][CH:2]=1.S(NN)(C1C=CC(C)=CC=1)(=O)=O.CCN(CC)CC. Product: [C:1]1([CH:7]([C:14]2[CH:19]=[CH:18][N:17]=[N:16][CH:15]=2)[CH2:8][C:9]([O:11][CH2:12][CH3:13])=[O:10])[CH:2]=[CH:3][CH:4]=[CH:5][CH:6]=1. The catalyst class is: 11. (3) Product: [F:29][C:26]1[CH:27]=[CH:28][C:23]([C:22]2[C:13]([CH2:12][O:11][C:9](=[O:10])[C:8]3[CH:7]=[CH:6][C:5]([OH:4])=[CH:36][CH:35]=3)=[C:14]3[C:19](=[CH:20][CH:21]=2)[NH:18][C:17]([CH3:32])([CH3:33])[CH:16]=[C:15]3[CH3:34])=[C:24]([O:30][CH3:31])[CH:25]=1. Reactant: C([O:4][C:5]1[CH:36]=[CH:35][C:8]([C:9]([O:11][CH2:12][C:13]2[C:22]([C:23]3[CH:28]=[CH:27][C:26]([F:29])=[CH:25][C:24]=3[O:30][CH3:31])=[CH:21][CH:20]=[C:19]3[C:14]=2[C:15]([CH3:34])=[CH:16][C:17]([CH3:33])([CH3:32])[NH:18]3)=[O:10])=[CH:7][CH:6]=1)(=O)C.C(=O)([O-])[O-].[K+].[K+]. The catalyst class is: 5. (4) Reactant: [H-].[Na+].[NH2:3][C:4]1[C:12]([I:13])=[CH:11][CH:10]=[CH:9][C:5]=1[C:6]([NH2:8])=[O:7].[F:14][C:15]([F:22])([F:21])[C:16](OCC)=O.Cl. Product: [I:13][C:12]1[CH:11]=[CH:10][CH:9]=[C:5]2[C:4]=1[NH:3][C:16]([C:15]([F:22])([F:21])[F:14])=[N:8][C:6]2=[O:7]. The catalyst class is: 40. (5) Reactant: C(O)(=O)C.[C:5]1(=O)[C:15]2=[C:16]3[C:11](=[CH:12][CH:13]=[CH:14]2)[CH:10]=[CH:9][CH:8]=[C:7]3[C:6]1=O.[NH2:19][C:20]1[CH:21]=[C:22]([CH3:27])[CH:23]=[CH:24][C:25]=1[NH2:26]. Product: [CH3:27][C:22]1[CH:21]=[C:20]2[C:25](=[CH:24][CH:23]=1)[N:26]=[C:6]1[C:7]3[CH:8]=[CH:9][CH:10]=[C:11]4[C:16]=3[C:15]([C:5]1=[N:19]2)=[CH:14][CH:13]=[CH:12]4. The catalyst class is: 6. (6) Reactant: C(NC(C)C)(C)C.C([Li])CCC.[CH2:13]([O:20][C:21]([CH:23]1[CH2:28][O:27][C:26]([CH3:30])([CH3:29])[CH2:25][O:24]1)=[O:22])[C:14]1[CH:19]=[CH:18][CH:17]=[CH:16][CH:15]=1.[CH:31](=[O:33])[CH3:32]. Product: [CH2:13]([O:20][C:21]([C:23]1([CH:31]([OH:33])[CH3:32])[CH2:28][O:27][C:26]([CH3:30])([CH3:29])[CH2:25][O:24]1)=[O:22])[C:14]1[CH:15]=[CH:16][CH:17]=[CH:18][CH:19]=1. The catalyst class is: 7. (7) Reactant: [CH3:1][O:2][C:3]1[CH:9]=[CH:8][C:6]([NH2:7])=[C:5]([N+:10]([O-:12])=[O:11])[CH:4]=1.[CH3:13][C:14]([O:17][C:18](O[C:18]([O:17][C:14]([CH3:16])([CH3:15])[CH3:13])=[O:19])=[O:19])([CH3:16])[CH3:15].C(O)(C(F)(F)F)=O. Product: [C:14]([O:17][C:18](=[O:19])[NH:7][C:6]1[CH:8]=[CH:9][C:3]([O:2][CH3:1])=[CH:4][C:5]=1[N+:10]([O-:12])=[O:11])([CH3:16])([CH3:15])[CH3:13]. The catalyst class is: 2.